Dataset: Reaction yield outcomes from USPTO patents with 853,638 reactions. Task: Predict the reaction yield, written as a fraction of the theoretical maximum amount of product (1.0 means a 100% yield; for example, 0.34 means a 34% yield). (1) The reactants are [C:1]([C@@H:3]1[CH2:8][CH2:7][CH2:6][CH2:5][C@H:4]1[NH:9][C:10](=[O:16])[O:11][C:12]([CH3:15])([CH3:14])[CH3:13])#[N:2]. The catalyst is CCO.[Ni]. The product is [NH2:2][CH2:1][C@@H:3]1[CH2:8][CH2:7][CH2:6][CH2:5][C@H:4]1[NH:9][C:10](=[O:16])[O:11][C:12]([CH3:14])([CH3:13])[CH3:15]. The yield is 0.660. (2) The reactants are [CH2:1]([O:3][C:4](=[O:22])[C:5]1[CH:10]=[C:9]([N+:11]([O-])=O)[CH:8]=[C:7]([N+]([O-])=O)[C:6]=1[CH:17]=[CH:18][N:19](C)C)[CH3:2].Cl[Sn]Cl. The catalyst is C(O)C. The product is [CH2:1]([O:3][C:4]([C:5]1[C:6]2[CH:17]=[CH:18][NH:19][C:7]=2[CH:8]=[C:9]([NH2:11])[CH:10]=1)=[O:22])[CH3:2]. The yield is 0.400.